Predict which catalyst facilitates the given reaction. From a dataset of Catalyst prediction with 721,799 reactions and 888 catalyst types from USPTO. (1) Reactant: C(N(C(C)C)CC)(C)C.[NH2:10][C:11]1[N:15]([C:16]2[CH:21]=[CH:20][C:19]([F:22])=[CH:18][CH:17]=2)[N:14]=[CH:13][C:12]=1[C:23]([OH:25])=O.F[P-](F)(F)(F)(F)F.N1(OC(N(C)C)=[N+](C)C)C2N=CC=CC=2N=N1.[NH2:50][CH2:51][C:52]([CH2:58][N:59]([CH2:67][CH3:68])[CH2:60][C:61]1[CH:66]=[CH:65][CH:64]=[CH:63][CH:62]=1)([OH:57])[C:53]([F:56])([F:55])[F:54]. Product: [NH2:10][C:11]1[N:15]([C:16]2[CH:17]=[CH:18][C:19]([F:22])=[CH:20][CH:21]=2)[N:14]=[CH:13][C:12]=1[C:23]([NH:50][CH2:51][C:52]([CH2:58][N:59]([CH2:67][CH3:68])[CH2:60][C:61]1[CH:62]=[CH:63][CH:64]=[CH:65][CH:66]=1)([OH:57])[C:53]([F:56])([F:55])[F:54])=[O:25]. The catalyst class is: 9. (2) Reactant: Br[C:2]1[C:3]([C:17]([O:19][CH3:20])=[O:18])=[C:4]([CH3:16])[N:5]([CH2:8][O:9][CH2:10][CH2:11][Si:12]([CH3:15])([CH3:14])[CH3:13])[C:6]=1[CH3:7].[C:21]1(B(O)O)[C:30]2[C:25](=[CH:26][CH:27]=[CH:28][CH:29]=2)[CH:24]=[CH:23][CH:22]=1.C(=O)([O-])[O-].[K+].[K+].C1(P(C2CCCCC2)C2C=CC=CC=2C2C(OC)=CC=CC=2OC)CCCCC1. Product: [CH3:16][C:4]1[N:5]([CH2:8][O:9][CH2:10][CH2:11][Si:12]([CH3:15])([CH3:14])[CH3:13])[C:6]([CH3:7])=[C:2]([C:29]2[C:30]3[C:25](=[CH:24][CH:23]=[CH:22][CH:21]=3)[CH:26]=[CH:27][CH:28]=2)[C:3]=1[C:17]([O:19][CH3:20])=[O:18]. The catalyst class is: 491. (3) Reactant: [F:1][C:2]1[CH:3]=[CH:4][C:5]([NH:8][NH:9][C:10]([N:12]2[C@H:17]([CH3:18])[CH2:16][CH2:15][CH2:14][C@@H:13]2[CH3:19])=O)=[N:6][CH:7]=1.C1(P(C2C=CC=CC=2)C2C=CC=CC=2)C=CC=CC=1.CCN(CC)CC.ClC(Cl)(Cl)C(Cl)(Cl)Cl. Product: [CH3:19][C@H:13]1[CH2:14][CH2:15][CH2:16][C@@H:17]([CH3:18])[N:12]1[C:10]1[N:6]2[CH:7]=[C:2]([F:1])[CH:3]=[CH:4][C:5]2=[N:8][N:9]=1. The catalyst class is: 1. (4) Reactant: [F:1][C:2]([F:14])([F:13])[C:3]1[N:8]=[C:7]([C:9](OC)=[O:10])[CH:6]=[CH:5][N:4]=1.O.[NH2:16][NH2:17]. Product: [F:1][C:2]([F:14])([F:13])[C:3]1[N:8]=[C:7]([C:9]([NH:16][NH2:17])=[O:10])[CH:6]=[CH:5][N:4]=1. The catalyst class is: 5. (5) Reactant: C([O-])([O-])=O.[Na+].[Na+].[C:7]1([CH3:13])[CH:12]=[CH:11][CH:10]=[CH:9][CH:8]=1. Product: [C:7]1([C:13]2[C:13]([C:7]3[CH:12]=[CH:11][CH:10]=[CH:9][CH:8]=3)=[CH:12][CH:7]=[CH:8][CH:9]=2)[CH:12]=[CH:11][CH:10]=[CH:9][CH:8]=1. The catalyst class is: 73. (6) Reactant: [Cl:1][C:2]1[CH:3]=[CH:4][C:5]([O:24][CH3:25])=[C:6]([S:8]([N:11]2[C:16]3[CH:17]=[C:18]([C:21]([OH:23])=O)[CH:19]=[CH:20][C:15]=3[O:14][CH2:13][CH2:12]2)(=[O:10])=[O:9])[CH:7]=1.C(N(CC)C(C)C)(C)C.F[P-](F)(F)(F)(F)F.Br[P+](N1CCCC1)(N1CCCC1)N1CCCC1.[NH2:59][C:60]1[CH:67]=[CH:66][C:63]([C:64]#[N:65])=[CH:62][CH:61]=1. Product: [C:64]([C:63]1[CH:66]=[CH:67][C:60]([NH:59][C:21]([C:18]2[CH:19]=[CH:20][C:15]3[O:14][CH2:13][CH2:12][N:11]([S:8]([C:6]4[CH:7]=[C:2]([Cl:1])[CH:3]=[CH:4][C:5]=4[O:24][CH3:25])(=[O:10])=[O:9])[C:16]=3[CH:17]=2)=[O:23])=[CH:61][CH:62]=1)#[N:65]. The catalyst class is: 4. (7) Reactant: [C:1]([O:5][C:6](=[O:32])[CH2:7][CH2:8][CH2:9][CH2:10][CH2:11][CH2:12][CH2:13][CH2:14][CH2:15][CH2:16][CH2:17][CH2:18][CH2:19][CH2:20][CH2:21][CH2:22][C:23]([NH:25][CH2:26][CH2:27][CH2:28][C:29]([OH:31])=O)=[O:24])([CH3:4])([CH3:3])[CH3:2].CCN(C(C)C)C(C)C.CN(C(ON1N=NC2C=CC=NC1=2)=[N+](C)C)C.F[P-](F)(F)(F)(F)F.[N:66]([CH2:69][CH2:70][O:71][CH2:72][CH2:73][O:74][CH2:75][CH2:76][O:77][CH2:78][CH2:79][O:80][CH2:81][CH2:82][O:83][CH2:84][CH2:85][O:86][CH2:87][CH2:88][O:89][CH2:90][CH2:91][O:92][CH2:93][CH2:94][O:95][CH2:96][CH2:97][O:98][CH2:99][CH2:100][O:101][CH2:102][CH2:103][NH2:104])=[N+:67]=[N-:68].C(O)(=O)CC(CC(O)=O)(C(O)=O)O. Product: [N:66]([CH2:69][CH2:70][O:71][CH2:72][CH2:73][O:74][CH2:75][CH2:76][O:77][CH2:78][CH2:79][O:80][CH2:81][CH2:82][O:83][CH2:84][CH2:85][O:86][CH2:87][CH2:88][O:89][CH2:90][CH2:91][O:92][CH2:93][CH2:94][O:95][CH2:96][CH2:97][O:98][CH2:99][CH2:100][O:101][CH2:102][CH2:103][NH:104][C:29](=[O:31])[CH2:28][CH2:27][CH2:26][NH:25][C:23](=[O:24])[CH2:22][CH2:21][CH2:20][CH2:19][CH2:18][CH2:17][CH2:16][CH2:15][CH2:14][CH2:13][CH2:12][CH2:11][CH2:10][CH2:9][CH2:8][CH2:7][C:6]([O:5][C:1]([CH3:2])([CH3:3])[CH3:4])=[O:32])=[N+:67]=[N-:68]. The catalyst class is: 3.